Dataset: Reaction yield outcomes from USPTO patents with 853,638 reactions. Task: Predict the reaction yield, written as a fraction of the theoretical maximum amount of product (1.0 means a 100% yield; for example, 0.34 means a 34% yield). (1) The reactants are [Cl:1][C:2]1[CH:3]=[C:4]([S:8]([NH:11][C:12]2[CH:20]=[CH:19][C:15]([C:16]([OH:18])=[O:17])=[C:14]([OH:21])[CH:13]=2)(=[O:10])=[O:9])[S:5][C:6]=1[Cl:7].C(N1C=CN=C1)(N1C=CN=C1)=O.N1C=CC=CC=1.O[CH2:41][CH2:42][CH2:43][N:44]1[CH:48]=[CH:47][CH:46]=[CH:45]1. No catalyst specified. The product is [Cl:1][C:2]1[CH:3]=[C:4]([S:8]([NH:11][C:12]2[CH:20]=[CH:19][C:15]([C:16]([O:18][CH2:41][CH2:42][CH2:43][N:44]3[CH:48]=[CH:47][CH:46]=[CH:45]3)=[O:17])=[C:14]([OH:21])[CH:13]=2)(=[O:9])=[O:10])[S:5][C:6]=1[Cl:7]. The yield is 0.660. (2) The reactants are N(C(OC(C)C)=O)=NC(OC(C)C)=O.[Si:15]([O:22][C@H:23]([CH2:27][CH2:28][CH2:29][CH2:30][CH2:31][CH3:32])[C@H:24](O)[CH3:25])([C:18]([CH3:21])([CH3:20])[CH3:19])([CH3:17])[CH3:16].[Cl:33][C:34]1[N:42]=[CH:41][N:40]=[C:39]2[C:35]=1[N:36]=[CH:37][NH:38]2.C1(P(C2C=CC=CC=2)C2C=CC=CC=2)C=CC=CC=1. The catalyst is O1CCCC1. The product is [Si:15]([O:22][C@H:23]([CH2:27][CH2:28][CH2:29][CH2:30][CH2:31][CH3:32])[C@@H:24]([N:38]1[CH:37]=[N:36][C:35]2[C:39]1=[N:40][CH:41]=[N:42][C:34]=2[Cl:33])[CH3:25])([C:18]([CH3:21])([CH3:20])[CH3:19])([CH3:17])[CH3:16]. The yield is 0.290. (3) The reactants are [Br-].[CH2:2]([P+](C1C=CC=CC=1)(C1C=CC=CC=1)C1C=CC=CC=1)[CH2:3][CH3:4].C([Li])CCC.[CH2:29]([O:36][C:37]1[CH:44]=[CH:43][C:40]([CH:41]=O)=[C:39]([OH:45])[CH:38]=1)[C:30]1[CH:35]=[CH:34][CH:33]=[CH:32][CH:31]=1.ClCCl. The catalyst is C1COCC1. The product is [CH2:29]([O:36][C:37]1[CH:44]=[CH:43][C:40]([CH:41]=[CH:2][CH2:3][CH3:4])=[C:39]([OH:45])[CH:38]=1)[C:30]1[CH:35]=[CH:34][CH:33]=[CH:32][CH:31]=1. The yield is 0.900. (4) The yield is 0.980. The catalyst is ClCCl. The reactants are C(OC([N:8]1[CH2:12][CH2:11][CH2:10][CH:9]1[C:13]1[NH:14][C:15]([C:18]2[CH:27]=[CH:26][C:25]3[C:20](=[CH:21][CH:22]=[C:23]([Br:28])[CH:24]=3)[CH:19]=2)=[CH:16][N:17]=1)=O)(C)(C)C.FC(F)(F)C(O)=O. The product is [Br:28][C:23]1[CH:24]=[C:25]2[C:20](=[CH:21][CH:22]=1)[CH:19]=[C:18]([C:15]1[NH:14][C:13]([CH:9]3[CH2:10][CH2:11][CH2:12][NH:8]3)=[N:17][CH:16]=1)[CH:27]=[CH:26]2. (5) The reactants are [CH2:1]([N:3]1[C:12]2[C:7](=[CH:8][C:9]([N+:13]([O-:15])=[O:14])=[CH:10][CH:11]=2)[C:6](=[O:16])[NH:5][C:4]1=[O:17])[CH3:2].[H-].[Na+].Br[CH2:21][O:22][CH3:23].O. The catalyst is CN(C=O)C. The product is [CH2:1]([N:3]1[C:12]2[C:7](=[CH:8][C:9]([N+:13]([O-:15])=[O:14])=[CH:10][CH:11]=2)[C:6](=[O:16])[N:5]([CH2:21][O:22][CH3:23])[C:4]1=[O:17])[CH3:2]. The yield is 0.517. (6) The reactants are [Cl:1][C:2]1[CH:9]=[CH:8][C:7]([N+:10]([O-:12])=[O:11])=[CH:6][C:3]=1[CH:4]=O.[C:13]([O:17][C:18]([N:20]1[CH2:25][CH2:24][NH:23][CH2:22][CH2:21]1)=[O:19])([CH3:16])([CH3:15])[CH3:14].[BH-](OC(C)=O)(OC(C)=O)OC(C)=O.[Na+].O. The catalyst is ClCCl. The product is [Cl:1][C:2]1[CH:9]=[CH:8][C:7]([N+:10]([O-:12])=[O:11])=[CH:6][C:3]=1[CH2:4][N:23]1[CH2:22][CH2:21][N:20]([C:18]([O:17][C:13]([CH3:16])([CH3:15])[CH3:14])=[O:19])[CH2:25][CH2:24]1. The yield is 0.990. (7) The yield is 0.820. The reactants are [N:1]1([C:7]2[CH:13]=[CH:12][C:10]([NH2:11])=[CH:9][CH:8]=2)[CH2:6][CH2:5][O:4][CH2:3][CH2:2]1.P(=O)(O)(O)O.[N+]([O-])(O)=O.[N:23]([O-])=O.[Na+].[CH3:27][C:28](=[O:33])[CH2:29][C:30](=[O:32])[CH3:31].C([O-])(=O)C.[K+].C([O-])([O-])=O.[Na+].[Na+]. The catalyst is C(O)C. The product is [N:1]1([C:7]2[CH:13]=[CH:12][C:10]([NH:11][N:23]=[C:29]([C:28](=[O:33])[CH3:27])[C:30](=[O:32])[CH3:31])=[CH:9][CH:8]=2)[CH2:2][CH2:3][O:4][CH2:5][CH2:6]1. (8) The reactants are [F:1][C:2]1[CH:22]=[C:21]([S:23]([CH3:26])(=[O:25])=[O:24])[CH:20]=[CH:19][C:3]=1[O:4][C:5]1[C:10]([CH3:11])=[C:9]([O:12][CH:13]2[CH2:18][CH2:17][NH:16][CH2:15][CH2:14]2)[N:8]=[CH:7][N:6]=1.[N:27]1[CH:32]=[CH:31][CH:30]=[C:29]([CH2:33][CH2:34]OS(C2C=CC(C)=CC=2)(=O)=O)[CH:28]=1.C(N(CC)CC)C. The catalyst is CN(C=O)C. The product is [F:1][C:2]1[CH:22]=[C:21]([S:23]([CH3:26])(=[O:24])=[O:25])[CH:20]=[CH:19][C:3]=1[O:4][C:5]1[C:10]([CH3:11])=[C:9]([O:12][CH:13]2[CH2:18][CH2:17][N:16]([CH2:34][CH2:33][C:29]3[CH:28]=[N:27][CH:32]=[CH:31][CH:30]=3)[CH2:15][CH2:14]2)[N:8]=[CH:7][N:6]=1. The yield is 0.130.